This data is from Full USPTO retrosynthesis dataset with 1.9M reactions from patents (1976-2016). The task is: Predict the reactants needed to synthesize the given product. (1) Given the product [CH2:26]([O:25][C:24](=[O:33])[N:23]([C@@H:8]([C:4]1[CH:5]=[CH:6][CH:7]=[C:2]([C:36]#[N:37])[CH:3]=1)[CH2:9][N:10]1[CH2:14][CH2:13][C@H:12]([O:15][Si:16]([C:19]([CH3:22])([CH3:21])[CH3:20])([CH3:18])[CH3:17])[CH2:11]1)[CH3:34])[C:27]1[CH:32]=[CH:31][CH:30]=[CH:29][CH:28]=1, predict the reactants needed to synthesize it. The reactants are: Br[C:2]1[CH:3]=[C:4]([C@H:8]([N:23]([CH3:34])[C:24](=[O:33])[O:25][CH2:26][C:27]2[CH:32]=[CH:31][CH:30]=[CH:29][CH:28]=2)[CH2:9][N:10]2[CH2:14][CH2:13][C@H:12]([O:15][Si:16]([C:19]([CH3:22])([CH3:21])[CH3:20])([CH3:18])[CH3:17])[CH2:11]2)[CH:5]=[CH:6][CH:7]=1.O.[CH3:36][N:37](C)C=O. (2) The reactants are: N1([C:6]23[CH2:21][CH2:20][CH2:19][CH2:18][CH:7]2[C:8]([C:11]2[CH:16]=[CH:15][CH:14]=[CH:13][C:12]=2[Br:17])=[N:9][O:10]3)CCCC1.Cl.[OH-].[K+]. Given the product [O:10]1[C:6]2[CH2:21][CH2:20][CH2:19][CH2:18][C:7]=2[C:8]([C:11]2[CH:16]=[CH:15][CH:14]=[CH:13][C:12]=2[Br:17])=[N:9]1, predict the reactants needed to synthesize it. (3) Given the product [CH2:20]([O:19][C:17](=[O:18])[CH2:16][CH2:15][N:7]1[C:8]2[C:13](=[CH:12][CH:11]=[CH:10][CH:9]=2)[CH:14]=[C:6]1[C:4]([NH:3][C:2]1[S:22][C:24]([CH2:38][CH2:39][CH2:40][CH2:41][CH2:42][CH2:43][CH2:44][CH3:45])=[C:25]([C:27]2[CH:32]=[C:31]([O:33][CH3:34])[C:30]([Cl:35])=[CH:29][C:28]=2[O:36][CH3:37])[N:1]=1)=[O:5])[CH3:21], predict the reactants needed to synthesize it. The reactants are: [NH2:1][C:2](=[S:22])[NH:3][C:4]([C:6]1[N:7]([CH2:15][CH2:16][C:17]([O:19][CH2:20][CH3:21])=[O:18])[C:8]2[C:13]([CH:14]=1)=[CH:12][CH:11]=[CH:10][CH:9]=2)=[O:5].Br[CH:24]([CH2:38][CH2:39][CH2:40][CH2:41][CH2:42][CH2:43][CH2:44][CH3:45])[C:25]([C:27]1[CH:32]=[C:31]([O:33][CH3:34])[C:30]([Cl:35])=[CH:29][C:28]=1[O:36][CH3:37])=O. (4) Given the product [CH3:1][C:2]1([CH3:9])[CH2:5][CH:4]([C:6]([Cl:13])=[O:7])[CH2:3]1, predict the reactants needed to synthesize it. The reactants are: [CH3:1][C:2]1([CH3:9])[CH2:5][CH:4]([C:6](O)=[O:7])[CH2:3]1.C(Cl)(=O)C([Cl:13])=O. (5) Given the product [CH:16]([Si:4]([CH:1]([CH3:2])[CH3:3])([CH:13]([CH3:15])[CH3:14])[O:5][C:6]([C:8]1[CH:12]=[CH:11][S:10][CH:9]=1)=[CH:7][Cl:26])([CH3:18])[CH3:17], predict the reactants needed to synthesize it. The reactants are: [CH:1]([Si:4]([CH:16]([CH3:18])[CH3:17])([CH:13]([CH3:15])[CH3:14])[O:5][C:6]([C:8]1[CH:12]=[CH:11][S:10][CH:9]=1)=[CH2:7])([CH3:3])[CH3:2].C1C(=O)N([Cl:26])C(=O)C1. (6) Given the product [C:1]([O:5][C:6]([NH:8][N:9]([CH:17]1[CH2:21][CH2:20][NH:19][CH2:18]1)[C:10]([O:12][C:13]([CH3:14])([CH3:15])[CH3:16])=[O:11])=[O:7])([CH3:2])([CH3:3])[CH3:4], predict the reactants needed to synthesize it. The reactants are: [C:1]([O:5][C:6]([NH:8][N:9]([CH:17]1[CH2:21][CH2:20][N:19](CC2C=CC=CC=2)[CH2:18]1)[C:10]([O:12][C:13]([CH3:16])([CH3:15])[CH3:14])=[O:11])=[O:7])([CH3:4])([CH3:3])[CH3:2]. (7) Given the product [ClH:27].[CH3:1][C:2]1[CH:16]=[CH:15][C:5]([C:6]([NH:8][C:9]2[S:10][C:11]([CH3:14])=[N:12][N:13]=2)=[O:7])=[CH:4][C:3]=1[C@@H:17]1[CH2:19][C@H:18]1[NH:20][CH:21]1[CH2:26][CH2:25][O:24][CH2:23][CH2:22]1, predict the reactants needed to synthesize it. The reactants are: [CH3:1][C:2]1[CH:16]=[CH:15][C:5]([C:6]([NH:8][C:9]2[S:10][C:11]([CH3:14])=[N:12][N:13]=2)=[O:7])=[CH:4][C:3]=1[C@@H:17]1[CH2:19][C@H:18]1[NH:20][CH:21]1[CH2:26][CH2:25][O:24][CH2:23][CH2:22]1.[ClH:27].CO. (8) Given the product [F:20][C:21]1[CH:26]=[CH:25][CH:24]=[CH:23][C:22]=1[N:27]1[CH2:32][CH2:31][N:30]([CH2:14][CH2:13][CH2:12][C:11]2[N:7]([C:1]3[CH:6]=[CH:5][CH:4]=[CH:3][CH:2]=3)[N:8]=[C:9]([CH2:16][CH2:17][CH2:18][CH3:19])[CH:10]=2)[CH2:29][CH2:28]1, predict the reactants needed to synthesize it. The reactants are: [C:1]1([N:7]2[C:11]([CH2:12][CH2:13][CH:14]=O)=[CH:10][C:9]([CH2:16][CH2:17][CH2:18][CH3:19])=[N:8]2)[CH:6]=[CH:5][CH:4]=[CH:3][CH:2]=1.[F:20][C:21]1[CH:26]=[CH:25][CH:24]=[CH:23][C:22]=1[N:27]1[CH2:32][CH2:31][NH:30][CH2:29][CH2:28]1.[BH-](OC(C)=O)(OC(C)=O)OC(C)=O.[Na+].